This data is from Catalyst prediction with 721,799 reactions and 888 catalyst types from USPTO. The task is: Predict which catalyst facilitates the given reaction. (1) Reactant: [F:1][C:2]1[CH:3]=[C:4]([N:12]2[CH2:16][CH2:15][C@H:14]([OH:17])[C:13]2=[O:18])[CH:5]=[C:6]2[C:10]=1[CH2:9][CH2:8][C:7]2=[O:11].[CH:19]1([O:22][C:23]2[N:28]=[CH:27][C:26](O)=[CH:25][CH:24]=2)[CH2:21][CH2:20]1.C1(P(C2C=CC=CC=2)C2C=CC=CC=2)C=CC=CC=1.CC(OC(/N=N/C(OC(C)C)=O)=O)C. Product: [CH:19]1([O:22][C:23]2[N:28]=[CH:27][C:26]([O:17][C@@H:14]3[CH2:15][CH2:16][N:12]([C:4]4[CH:5]=[C:6]5[C:10](=[C:2]([F:1])[CH:3]=4)[CH2:9][CH2:8][C:7]5=[O:11])[C:13]3=[O:18])=[CH:25][CH:24]=2)[CH2:21][CH2:20]1. The catalyst class is: 1. (2) Reactant: [C:1](=O)([O-])[O-].[K+].[K+].IC.[Br:9][C:10]1[C:11]([C:19]([OH:21])=[O:20])=[N:12][N:13]([C:15]([CH3:18])([CH3:17])[CH3:16])[CH:14]=1.C(O)(=O)CC(CC(O)=O)(C(O)=O)O. Product: [Br:9][C:10]1[C:11]([C:19]([O:21][CH3:1])=[O:20])=[N:12][N:13]([C:15]([CH3:16])([CH3:17])[CH3:18])[CH:14]=1. The catalyst class is: 9.